This data is from Full USPTO retrosynthesis dataset with 1.9M reactions from patents (1976-2016). The task is: Predict the reactants needed to synthesize the given product. (1) Given the product [Cl-:1].[CH3:13][O:12][C:8]1[CH:7]=[C:6]2[C:11](=[CH:10][CH:9]=1)[CH:2]=[NH+:3][C:4]([CH3:20])=[C:5]2[C:14]1[CH:19]=[CH:18][CH:17]=[CH:16][CH:15]=1, predict the reactants needed to synthesize it. The reactants are: [Cl:1][C:2]1[C:11]2[C:6](=[CH:7][C:8]([O:12][CH3:13])=[CH:9][CH:10]=2)[C:5]([C:14]2[CH:19]=[CH:18][CH:17]=[CH:16][CH:15]=2)=[C:4]([CH3:20])[N:3]=1.[OH-].[K+]. (2) Given the product [CH3:31][S:32]([O-:35])(=[O:34])=[O:33].[CH2:1]([NH+:8]([CH2:9][C:10]1[CH:19]=[CH:18][C:13]([C:14]([O:16][CH3:17])=[O:15])=[CH:12][CH:11]=1)[CH2:20][C:21]1[CH:30]=[CH:29][C:24]([C:25]([O:27][CH3:28])=[O:26])=[CH:23][CH:22]=1)[C:2]1[CH:3]=[CH:4][CH:5]=[CH:6][CH:7]=1, predict the reactants needed to synthesize it. The reactants are: [CH2:1]([N:8]([CH2:20][C:21]1[CH:30]=[CH:29][C:24]([C:25]([O:27][CH3:28])=[O:26])=[CH:23][CH:22]=1)[CH2:9][C:10]1[CH:19]=[CH:18][C:13]([C:14]([O:16][CH3:17])=[O:15])=[CH:12][CH:11]=1)[C:2]1[CH:7]=[CH:6][CH:5]=[CH:4][CH:3]=1.[CH3:31][S:32]([OH:35])(=[O:34])=[O:33]. (3) Given the product [F:1][C:2]1[CH:3]=[CH:4][C:5]([NH2:14])=[C:6]([O:7][C@@H:8]2[CH2:12][CH2:11][O:10][CH2:9]2)[CH:13]=1, predict the reactants needed to synthesize it. The reactants are: [F:1][C:2]1[CH:3]=[CH:4][C:5]([N+:14]([O-])=O)=[C:6]([CH:13]=1)[O:7][C@@H:8]1[CH2:12][CH2:11][O:10][CH2:9]1. (4) Given the product [ClH:1].[F:21][CH:3]([F:2])[O:4][C:5]1[CH:6]=[CH:7][C:8]2[NH:12][C:11](=[O:13])[N:10]([CH:14]3[CH2:15][CH2:16][N:17]([CH:25]4[CH2:26][CH2:27][O:22][CH2:23][CH2:24]4)[CH2:18][CH2:19]3)[C:9]=2[CH:20]=1, predict the reactants needed to synthesize it. The reactants are: [ClH:1].[F:2][CH:3]([F:21])[O:4][C:5]1[CH:6]=[CH:7][C:8]2[NH:12][C:11](=[O:13])[N:10]([CH:14]3[CH2:19][CH2:18][NH:17][CH2:16][CH2:15]3)[C:9]=2[CH:20]=1.[O:22]1[CH2:27][CH2:26][C:25](=O)[CH2:24][CH2:23]1.C(O[BH-](OC(=O)C)OC(=O)C)(=O)C.[Na+].C(=O)(O)[O-].[Na+]. (5) Given the product [F:1][C:2]1[CH:3]=[C:4]([NH:9][C:10]([NH:32][C@H:29]2[CH2:28][C@H:27]3[C@:23]([C:14]4[CH:15]=[CH:16][C:17]([O:21][CH3:22])=[C:18]([O:19][CH3:20])[C:13]=4[F:12])([CH2:24][CH2:25][N:26]3[CH3:33])[CH2:31][CH2:30]2)=[O:11])[CH:5]=[CH:6][C:7]=1[F:8], predict the reactants needed to synthesize it. The reactants are: [F:1][C:2]1[CH:3]=[C:4]([N:9]=[C:10]=[O:11])[CH:5]=[CH:6][C:7]=1[F:8].[F:12][C:13]1[C:18]([O:19][CH3:20])=[C:17]([O:21][CH3:22])[CH:16]=[CH:15][C:14]=1[C@@:23]12[CH2:31][CH2:30][C@@H:29]([NH2:32])[CH2:28][C@@H:27]1[N:26]([CH3:33])[CH2:25][CH2:24]2. (6) Given the product [I:1][C:2]1[N:3]=[C:4]([NH2:20])[C:5]2[N:6]=[C:7]([Br:21])[N:8]([C:18]=2[N:19]=1)[C@@H:9]1[O:17][C@H:14]([CH2:15][OH:16])[C@@H:12]([OH:13])[C@H:10]1[OH:11], predict the reactants needed to synthesize it. The reactants are: [I:1][C:2]1[N:3]=[C:4]([NH2:20])[C:5]2[N:6]=[CH:7][N:8]([C:18]=2[N:19]=1)[C@@H:9]1[O:17][C@H:14]([CH2:15][OH:16])[C@@H:12]([OH:13])[C@H:10]1[OH:11].[Br:21]Br.OS([O-])=O.[Na+].